This data is from Full USPTO retrosynthesis dataset with 1.9M reactions from patents (1976-2016). The task is: Predict the reactants needed to synthesize the given product. (1) Given the product [C:3]1([C@@H:2]2[CH2:1][C@H:11]2[C:12]([O:14][CH2:15][CH3:16])=[O:13])[CH:8]=[CH:7][CH:6]=[CH:5][CH:4]=1.[C:3]1([C@H:2]2[CH2:1][C@H:11]2[C:12]([O:14][CH2:15][CH3:16])=[O:13])[CH:8]=[CH:7][CH:6]=[CH:5][CH:4]=1, predict the reactants needed to synthesize it. The reactants are: [CH2:1]=[CH:2][C:3]1[CH:8]=[CH:7][CH:6]=[CH:5][CH:4]=1.[N+](=[CH:11][C:12]([O:14][CH2:15][CH3:16])=[O:13])=[N-]. (2) The reactants are: Cl.[C:2]1([C:8]2[CH2:9][CH2:10][NH:11][CH2:12][CH:13]=2)[CH:7]=[CH:6][CH:5]=[CH:4][CH:3]=1.CCN(CC)CC.C(P(CCCC)CCCC)CCC.[N+:34]([C:37]1[CH:45]=[CH:44][C:40]([CH2:41][CH2:42]O)=[CH:39][CH:38]=1)([O-:36])=[O:35].CCOC(/N=N/C(OCC)=O)=O.[NH4+].[Cl-]. Given the product [N+:34]([C:37]1[CH:45]=[CH:44][C:40]([CH2:41][CH2:42][N:11]2[CH2:10][CH:9]=[C:8]([C:2]3[CH:7]=[CH:6][CH:5]=[CH:4][CH:3]=3)[CH2:13][CH2:12]2)=[CH:39][CH:38]=1)([O-:36])=[O:35], predict the reactants needed to synthesize it.